Regression/Classification. Given a drug SMILES string, predict its absorption, distribution, metabolism, or excretion properties. Task type varies by dataset: regression for continuous measurements (e.g., permeability, clearance, half-life) or binary classification for categorical outcomes (e.g., BBB penetration, CYP inhibition). Dataset: cyp2c19_veith. From a dataset of CYP2C19 inhibition data for predicting drug metabolism from PubChem BioAssay. The drug is CC(=O)OC1C2CCCC1C([NH+]1CCCC1)CC2.[Cl-]. The result is 0 (non-inhibitor).